This data is from Forward reaction prediction with 1.9M reactions from USPTO patents (1976-2016). The task is: Predict the product of the given reaction. (1) Given the reactants [F:1][C:2]1[C:10]([O:11][CH3:12])=[C:9]([F:13])[CH:8]=[CH:7][C:3]=1[C:4]([OH:6])=O.[O:14]1[CH2:18][CH2:17][CH2:16][CH2:15]1.S(Cl)(Cl)=[O:20].[CH3:23][N:24]([CH3:27])[CH:25]=O, predict the reaction product. The product is: [CH3:23][N:24]([CH3:27])[CH:25]=[C:16]([C:4](=[O:6])[C:3]1[CH:7]=[CH:8][C:9]([F:13])=[C:10]([O:11][CH3:12])[C:2]=1[F:1])[C:15]([O:14][CH2:18][CH3:17])=[O:20]. (2) The product is: [Cl:1][C:2]1[CH:3]=[C:4]([S:9][C:10]2[N:14]([CH:15]([CH3:17])[CH3:16])[N:13]=[C:12]([CH3:18])[C:11]=2[CH:19]([F:33])[C:20]2[CH:25]=[CH:24][N:23]=[CH:22][CH:21]=2)[CH:5]=[C:6]([Cl:8])[CH:7]=1. Given the reactants [Cl:1][C:2]1[CH:3]=[C:4]([S:9][C:10]2[N:14]([CH:15]([CH3:17])[CH3:16])[N:13]=[C:12]([CH3:18])[C:11]=2[CH:19](O)[C:20]2[CH:25]=[CH:24][N:23]=[CH:22][CH:21]=2)[CH:5]=[C:6]([Cl:8])[CH:7]=1.C(N(S(F)(F)[F:33])CC)C, predict the reaction product.